Predict the product of the given reaction. From a dataset of Forward reaction prediction with 1.9M reactions from USPTO patents (1976-2016). Given the reactants CS(O[CH2:6][CH2:7][CH2:8][O:9][C:10]1[CH:15]=[CH:14][CH:13]=[C:12]([C:16]2[N:20]([C:21]3[CH:26]=[CH:25][CH:24]=[C:23]([Cl:27])[CH:22]=3)[N:19]=[C:18]([C:28]([N:30]3[CH2:34][C:33](=[O:35])[NH:32][CH2:31]3)=[O:29])[CH:17]=2)[CH:11]=1)(=O)=O.[NH:36]1[CH2:39][CH2:38][CH2:37]1.[CH:40]([OH:42])=[O:41].ClC1C=C(N2C(C3C=CC=C(OCCCN(C)C)C=3)=CC(C(N3CC(=O)NC3)=O)=N2)C=CC=1, predict the reaction product. The product is: [CH:40]([OH:42])=[O:41].[N:36]1([CH2:6][CH2:7][CH2:8][O:9][C:10]2[CH:11]=[C:12]([C:16]3[N:20]([C:21]4[CH:26]=[CH:25][CH:24]=[C:23]([Cl:27])[CH:22]=4)[N:19]=[C:18]([C:28]([N:30]4[CH2:34][C:33](=[O:35])[NH:32][CH2:31]4)=[O:29])[CH:17]=3)[CH:13]=[CH:14][CH:15]=2)[CH2:39][CH2:38][CH2:37]1.